Dataset: Catalyst prediction with 721,799 reactions and 888 catalyst types from USPTO. Task: Predict which catalyst facilitates the given reaction. (1) Reactant: [CH3:1][O:2][C@@H:3]1[C@H:9]2[O:10][CH2:11][C@@H:12]([O:13]S(C)(=O)=O)[C@H:8]2[O:7][C@H:4]1[O:5][CH3:6].C(=O)([O-])[O-].[K+].[K+].FC(F)(F)C(O)=O.[Br:31][C:32]1[CH:37]=[CH:36][C:35]([NH:38][C:39]2[C:48]3[C:43](=[CH:44][C:45](O)=[C:46]([O:49][CH3:50])[CH:47]=3)[N:42]=[CH:41][N:40]=2)=[CH:34][C:33]=1[Cl:52]. Product: [Br:31][C:32]1[CH:37]=[CH:36][C:35]([NH:38][C:39]2[C:48]3[C:43](=[CH:44][C:45]([O:13][C@H:12]4[CH2:11][O:10][C@@H:9]5[C@@H:3]([O:2][CH3:1])[C@@H:4]([O:7][C@H:8]45)[O:5][CH3:6])=[C:46]([O:49][CH3:50])[CH:47]=3)[N:42]=[CH:41][N:40]=2)=[CH:34][C:33]=1[Cl:52]. The catalyst class is: 39. (2) Reactant: [Cl:1][C:2]1[CH:7]=[CH:6][C:5]([S:8]([CH:11]([C:17]2[CH:22]=[C:21]([F:23])[CH:20]=[CH:19][C:18]=2[F:24])[CH2:12][CH2:13][CH2:14][CH2:15]O)(=[O:10])=[O:9])=[CH:4][CH:3]=1.C(C=P(CCCC)(CCCC)CCCC)#N. Product: [Cl:1][C:2]1[CH:7]=[CH:6][C:5]([S:8]([C:11]2([C:17]3[CH:22]=[C:21]([F:23])[CH:20]=[CH:19][C:18]=3[F:24])[CH2:15][CH2:14][CH2:13][CH2:12]2)(=[O:10])=[O:9])=[CH:4][CH:3]=1. The catalyst class is: 11. (3) Reactant: [NH2:1][CH:2]1[CH2:8][CH2:7][CH2:6][CH2:5][N:4]([C:9]([O:11][C:12]([CH3:15])([CH3:14])[CH3:13])=[O:10])[CH2:3]1.Cl[C:17]1[C:18]2[CH:25]=[CH:24][N:23]([S:26]([C:29]3[CH:35]=[CH:34][C:32]([CH3:33])=[CH:31][CH:30]=3)(=[O:28])=[O:27])[C:19]=2[N:20]=[CH:21][N:22]=1.CCN(C(C)C)C(C)C.O. Product: [S:26]([N:23]1[C:19]2[N:20]=[CH:21][N:22]=[C:17]([NH:1][CH:2]3[CH2:8][CH2:7][CH2:6][CH2:5][N:4]([C:9]([O:11][C:12]([CH3:15])([CH3:14])[CH3:13])=[O:10])[CH2:3]3)[C:18]=2[CH:25]=[CH:24]1)([C:29]1[CH:30]=[CH:31][C:32]([CH3:33])=[CH:34][CH:35]=1)(=[O:27])=[O:28]. The catalyst class is: 3. (4) Product: [Br:31][C:10]1[N:9]([CH2:15][O:16][CH2:17][CH2:18][Si:19]([CH3:22])([CH3:21])[CH3:20])[C:8]([C:6]2[CH:7]=[C:2]([Cl:1])[CH:3]=[CH:4][C:5]=2[CH3:23])=[C:12]([C:13]#[N:14])[CH:11]=1. Reactant: [Cl:1][C:2]1[CH:3]=[CH:4][C:5]([CH3:23])=[C:6]([C:8]2[N:9]([CH2:15][O:16][CH2:17][CH2:18][Si:19]([CH3:22])([CH3:21])[CH3:20])[CH:10]=[CH:11][C:12]=2[C:13]#[N:14])[CH:7]=1.C1C(=O)N([Br:31])C(=O)C1. The catalyst class is: 92. (5) Reactant: [H-].[Na+].[N+:3]([C:6]1[CH:11]=[CH:10][C:9]([NH:12][CH2:13][C:14]([OH:16])=[O:15])=[CH:8][CH:7]=1)([O-:5])=[O:4].[F:17][C:18]([F:29])([F:28])[C:19](O[C:19](=[O:20])[C:18]([F:29])([F:28])[F:17])=[O:20].O. Product: [N+:3]([C:6]1[CH:7]=[CH:8][C:9]([N:12]([CH2:13][C:14]([OH:16])=[O:15])[C:19](=[O:20])[C:18]([F:29])([F:28])[F:17])=[CH:10][CH:11]=1)([O-:5])=[O:4]. The catalyst class is: 506. (6) Reactant: C[O:2][C:3](=O)[CH2:4][C:5]([CH2:16][C:17]1[CH:22]=[CH:21][CH:20]=[CH:19][CH:18]=1)([C:14]#[N:15])[C:6]1[CH:11]=[CH:10][CH:9]=[C:8]([O:12][CH3:13])[CH:7]=1.CO.ClCCl. Product: [CH2:16]([C:5]1([C:6]2[CH:11]=[CH:10][CH:9]=[C:8]([O:12][CH3:13])[CH:7]=2)[CH2:14][NH:15][C:3](=[O:2])[CH2:4]1)[C:17]1[CH:22]=[CH:21][CH:20]=[CH:19][CH:18]=1. The catalyst class is: 446. (7) Reactant: Br[C:2]1[CH:32]=[CH:31][C:5]2[N:6]=[C:7]([NH:9][C:10]3[CH:15]=[C:14]([CH2:16][N:17]4[CH2:22][CH2:21][CH2:20][CH2:19][CH2:18]4)[N:13]=[C:12]([NH:23][C@H:24]4[CH2:29][CH2:28][C@H:27]([OH:30])[CH2:26][CH2:25]4)[N:11]=3)[S:8][C:4]=2[CH:3]=1.CC1(C)C(C)(C)OB([C:41]2[CH:42]=[N:43][N:44](C(OC(C)(C)C)=O)[CH:45]=2)O1.C(=O)([O-])[O-].[Cs+].[Cs+].C(OCC)(=O)C. Product: [N:17]1([CH2:16][C:14]2[CH:15]=[C:10]([NH:9][C:7]3[S:8][C:4]4[CH:3]=[C:2]([C:41]5[CH:42]=[N:43][NH:44][CH:45]=5)[CH:32]=[CH:31][C:5]=4[N:6]=3)[N:11]=[C:12]([NH:23][C@H:24]3[CH2:29][CH2:28][C@H:27]([OH:30])[CH2:26][CH2:25]3)[N:13]=2)[CH2:22][CH2:21][CH2:20][CH2:19][CH2:18]1. The catalyst class is: 70. (8) The catalyst class is: 7. Reactant: [Cl:1][C:2]1[C:10]2[N:9]=[C:8]3[N:11]([C:15]4[CH:20]=[CH:19][C:18]([Cl:21])=[CH:17][C:16]=4[Cl:22])[CH2:12][CH2:13][CH2:14][N:7]3[C:6]=2[C:5]([CH:23]([CH2:30][CH3:31])[CH2:24][C:25](OCC)=[O:26])=[CH:4][CH:3]=1.[BH4-].[Li+].[Cl-].[NH4+]. Product: [Cl:1][C:2]1[C:10]2[N:9]=[C:8]3[N:11]([C:15]4[CH:20]=[CH:19][C:18]([Cl:21])=[CH:17][C:16]=4[Cl:22])[CH2:12][CH2:13][CH2:14][N:7]3[C:6]=2[C:5]([CH:23]([CH2:30][CH3:31])[CH2:24][CH2:25][OH:26])=[CH:4][CH:3]=1.